Dataset: Peptide-MHC class I binding affinity with 185,985 pairs from IEDB/IMGT. Task: Regression. Given a peptide amino acid sequence and an MHC pseudo amino acid sequence, predict their binding affinity value. This is MHC class I binding data. (1) The peptide sequence is QHIILNASYI. The MHC is H-2-Db with pseudo-sequence H-2-Db. The binding affinity (normalized) is 0.598. (2) The peptide sequence is AIPYFYKGK. The MHC is HLA-A30:01 with pseudo-sequence HLA-A30:01. The binding affinity (normalized) is 0.128. (3) The peptide sequence is YIDVNEEYT. The MHC is HLA-A02:01 with pseudo-sequence HLA-A02:01. The binding affinity (normalized) is 0.199.